The task is: Predict the product of the given reaction.. This data is from Forward reaction prediction with 1.9M reactions from USPTO patents (1976-2016). (1) Given the reactants C[O:2][C:3]([CH2:5][C:6]1([CH:12]([C:17](OC)=[O:18])[C:13](OC)=[O:14])[CH2:11][CH2:10][CH2:9][CH2:8][CH2:7]1)=O.[H-].[Al+3].[Li+].[H-].[H-].[H-].C(OCC)C.[OH-].[Na+], predict the reaction product. The product is: [OH:2][CH2:3][CH2:5][C:6]1([CH:12]([CH2:13][OH:14])[CH2:17][OH:18])[CH2:11][CH2:10][CH2:9][CH2:8][CH2:7]1. (2) Given the reactants [C:1]([O:5][C:6]([NH:8][C:9]1[C:13](Br)=[N:12][N:11]([CH:15]([CH3:17])[CH3:16])[C:10]=1[NH:18][C:19](=[O:21])[O-:20])=[O:7])([CH3:4])([CH3:3])[CH3:2].C[Li].[C:24]([Li])([CH3:27])([CH3:26])[CH3:25].CN(C)[CH:31]=[O:32], predict the reaction product. The product is: [C:1]([O:5][C:6]([NH:8][C:9]1[C:13]([CH:31]=[O:32])=[N:12][N:11]([CH:15]([CH3:17])[CH3:16])[C:10]=1[NH:18][C:19](=[O:21])[O:20][C:24]([CH3:27])([CH3:26])[CH3:25])=[O:7])([CH3:4])([CH3:3])[CH3:2]. (3) Given the reactants [Cl:1][CH:2]([Cl:24])[C:3]([N:5]1[C@H:9]([CH2:10]O)[C@@H:8]([C:12]2[CH:17]=[CH:16][C:15]([S:18]([CH3:21])(=[O:20])=[O:19])=[CH:14][CH:13]=2)[O:7][C:6]1([CH3:23])[CH3:22])=[O:4].C(N(CC)C(F)(F)C(F)C(F)(F)[F:31])C, predict the reaction product. The product is: [Cl:1][CH:2]([Cl:24])[C:3]([N:5]1[C@H:9]([CH2:10][F:31])[C@@H:8]([C:12]2[CH:17]=[CH:16][C:15]([S:18]([CH3:21])(=[O:20])=[O:19])=[CH:14][CH:13]=2)[O:7][C:6]1([CH3:23])[CH3:22])=[O:4]. (4) Given the reactants [S:1]1[CH:5]=[CH:4][CH:3]=[C:2]1[C@H:6]1[CH2:8][C@@H:7]1[C:9]([OH:11])=O.C(Cl)(=O)C([Cl:15])=O.CN(C=O)C, predict the reaction product. The product is: [S:1]1[CH:5]=[CH:4][CH:3]=[C:2]1[C@H:6]1[CH2:8][C@@H:7]1[C:9]([Cl:15])=[O:11]. (5) The product is: [NH2:21][CH2:20][CH:16]1[CH2:17][CH2:18][CH2:19][N:14]([C:12]([C:8]2[CH:7]=[C:6]3[C:11]([C:2]([NH:29][CH2:30][C:31]4[CH:32]=[C:33]([CH:37]=[CH:38][CH:39]=4)[C:34]([NH2:36])=[NH:35])=[N:3][CH:4]=[N:5]3)=[CH:10][CH:9]=2)=[O:13])[CH2:15]1. Given the reactants Cl[C:2]1[C:11]2[C:6](=[CH:7][C:8]([C:12]([N:14]3[CH2:19][CH2:18][CH2:17][CH:16]([CH2:20][NH:21]C(OC(C)(C)C)=O)[CH2:15]3)=[O:13])=[CH:9][CH:10]=2)[N:5]=[CH:4][N:3]=1.[NH2:29][CH2:30][C:31]1[CH:32]=[C:33]([CH:37]=[CH:38][CH:39]=1)[C:34]([NH2:36])=[NH:35].C(N(C(C)C)CC)(C)C.FC(F)(F)C(O)=O, predict the reaction product. (6) Given the reactants [CH:1]1[CH:2]=[CH:3][N:4]2[CH2:10][C:9]3[CH:11]=[CH:12][CH:13]=[CH:14][C:8]=3[NH:7][CH2:6][C:5]=12.Br[C:16]1[CH:24]=[CH:23][C:19]([C:20](Cl)=[O:21])=[CH:18][CH:17]=1.C(N(CC)[CH:29]([CH3:31])[CH3:30])(C)C, predict the reaction product. The product is: [CH:1]1[CH:2]=[CH:3][N:4]2[CH2:10][C:9]3[CH:11]=[CH:12][CH:13]=[CH:14][C:8]=3[N:7]([C:20]([C:19]3[CH:23]=[CH:24][C:16]([C:10]4[CH:9]([CH3:11])[CH2:8][CH2:14][CH2:31][C:29]=4[CH3:30])=[CH:17][CH:18]=3)=[O:21])[CH2:6][C:5]=12. (7) Given the reactants [Br:1][C:2]1[CH:7]=[CH:6][CH:5]=[C:4]([Br:8])[CH:3]=1.[CH2:9](I)[CH3:10].[Li+].CC([N-]C(C)C)C.[NH4+].[Cl-], predict the reaction product. The product is: [Br:1][C:2]1[CH:7]=[CH:6][CH:5]=[C:4]([Br:8])[C:3]=1[CH2:9][CH3:10]. (8) Given the reactants [H-].[Na+].[CH2:3]([N:10]1[CH2:15][CH2:14][C:13]([C:17]2[CH:22]=[CH:21][N:20]=[CH:19][CH:18]=2)([NH2:16])[CH2:12][CH2:11]1)[C:4]1[CH:9]=[CH:8][CH:7]=[CH:6][CH:5]=1.[O:23](C(OC(C)(C)C)=O)[C:24]([O:26][C:27]([CH3:30])([CH3:29])[CH3:28])=O, predict the reaction product. The product is: [CH2:3]([N:10]1[CH2:11][CH2:12][C:13]([NH:16][C:24](=[O:23])[O:26][C:27]([CH3:30])([CH3:29])[CH3:28])([C:17]2[CH:22]=[CH:21][N:20]=[CH:19][CH:18]=2)[CH2:14][CH2:15]1)[C:4]1[CH:9]=[CH:8][CH:7]=[CH:6][CH:5]=1. (9) Given the reactants [NH2:1][C:2]1[CH:3]=[N:4][N:5]([CH3:20])[C:6]=1[N:7]1[CH2:11][CH2:10][C@H:9]([NH:12]C(=O)OC(C)(C)C)[CH2:8]1.C(OC([NH:28][C:29]1[S:33][C:32]([C:34]2[C:39]([F:40])=[CH:38][CH:37]=[CH:36][C:35]=2[F:41])=[N:31][C:30]=1[C:42](O)=[O:43])=O)(C)(C)C.CN(C(ON1N=NC2C=CC=NC1=2)=[N+](C)C)C.F[P-](F)(F)(F)(F)F, predict the reaction product. The product is: [NH2:28][C:29]1[S:33][C:32]([C:34]2[C:39]([F:40])=[CH:38][CH:37]=[CH:36][C:35]=2[F:41])=[N:31][C:30]=1[C:42]([NH:1][C:2]1[CH:3]=[N:4][N:5]([CH3:20])[C:6]=1[N:7]1[CH2:11][CH2:10][C@H:9]([NH2:12])[CH2:8]1)=[O:43]. (10) Given the reactants [CH:1]1([NH:7][C:8]([NH2:10])=[O:9])[CH2:6][CH2:5][CH2:4][CH2:3][CH2:2]1.C[O:12][C:13]([CH:15]1[CH2:20][CH2:19][N:18]([CH2:21][CH2:22][C:23]2[C:31]3[C:26](=[CH:27][CH:28]=[CH:29][CH:30]=3)[NH:25][C:24]=2[C:32]2[CH:37]=[CH:36][CH:35]=[CH:34][CH:33]=2)[CH2:17][CH2:16]1)=O.C[O-].[Na+], predict the reaction product. The product is: [CH:1]1([NH:7][C:8]([NH:10][C:13]([CH:15]2[CH2:16][CH2:17][N:18]([CH2:21][CH2:22][C:23]3[C:31]4[C:26](=[CH:27][CH:28]=[CH:29][CH:30]=4)[NH:25][C:24]=3[C:32]3[CH:37]=[CH:36][CH:35]=[CH:34][CH:33]=3)[CH2:19][CH2:20]2)=[O:12])=[O:9])[CH2:6][CH2:5][CH2:4][CH2:3][CH2:2]1.